Dataset: Catalyst prediction with 721,799 reactions and 888 catalyst types from USPTO. Task: Predict which catalyst facilitates the given reaction. (1) Reactant: [F:1][C:2]1[CH:3]=[C:4]([N:9]2[C:14]3[N:15]=[CH:16][C:17]([F:19])=[CH:18][C:13]=3[C:12](=[O:20])[N:11]([C@H:21]3[CH2:25][CH2:24][N:23](C(OC(C)(C)C)=O)[CH2:22]3)[C:10]2=[O:33])[CH:5]=[CH:6][C:7]=1[F:8].[ClH:34]. Product: [ClH:34].[F:1][C:2]1[CH:3]=[C:4]([N:9]2[C:14]3[N:15]=[CH:16][C:17]([F:19])=[CH:18][C:13]=3[C:12](=[O:20])[N:11]([C@H:21]3[CH2:25][CH2:24][NH:23][CH2:22]3)[C:10]2=[O:33])[CH:5]=[CH:6][C:7]=1[F:8]. The catalyst class is: 12. (2) Reactant: [CH3:1][CH2:2][CH2:3][CH2:4][CH2:5][CH2:6][CH2:7][CH2:8][CH2:9][CH2:10][CH2:11][CH2:12][CH2:13][CH2:14][CH2:15][C:16]([O:18][CH2:19][C@@H:20]([O:33][C:34]([CH2:36][CH2:37][CH2:38][CH2:39][CH2:40][CH2:41][CH2:42][CH2:43][CH2:44][CH2:45][CH2:46][CH2:47][CH2:48][CH2:49][CH3:50])=[O:35])[CH2:21][O:22][P:23]([O:26][CH2:27][CH2:28][N+:29]([CH3:32])([CH3:31])[CH3:30])([O-:25])=[O:24])=[O:17]. Product: [CH3:11][CH2:12][CH2:13][CH2:14][CH2:15][C:16]([O:18][CH2:19][C@@H:20]([O:33][C:34]([CH2:36][CH2:37][CH2:38][CH2:39][CH3:40])=[O:35])[CH2:21][O:22][P:23]([O:26][CH2:27][CH2:28][N+:29]([CH3:31])([CH3:30])[CH3:32])([OH:25])=[O:24])=[O:17].[CH3:1][CH2:2][CH2:3][CH2:4][CH2:5][CH2:6][CH2:7][CH2:8][CH2:9][CH2:10][CH2:11][CH2:12][CH2:13][CH2:14][CH2:15][C:16]([O:18][CH2:19][C@@H:20]([O:33][C:34]([CH2:36][CH2:37][CH2:38][CH2:39][CH2:40][CH2:41][CH2:42][CH2:43][CH2:44][CH2:45][CH2:46][CH2:47][CH2:48][CH2:49][CH3:50])=[O:35])[CH2:21][O:22][P:23]([O:26][CH2:27][CH2:28][N+:29]([CH3:32])([CH3:31])[CH3:30])([O-:25])=[O:24])=[O:17].[CH3:11][CH2:12][CH2:13][CH2:14][CH2:15][C:16]([O:18][CH2:19][C@@H:20]([O:33][C:34]([CH2:36][CH2:37][CH2:38][CH2:39][CH3:40])=[O:35])[CH2:21][O:22][P:23]([O:26][CH2:27][CH2:28][N+:29]([CH3:31])([CH3:30])[CH3:32])([OH:25])=[O:24])=[O:17]. The catalyst class is: 22. (3) Reactant: C(OCC)C.O[CH:7]([CH2:13][C:14]([CH2:17][Si](C)(C)C)=[C:15]=[CH2:16])[CH2:8][CH2:9][C:10](=[O:12])[CH3:11].FC(F)(F)S(O[Si](C)(C)C)(=O)=O.O. Product: [CH3:11][C:10]12[O:12][CH:7]([CH2:8][CH2:9]1)[CH2:13][C:14](=[CH2:17])[C:15]2=[CH2:16]. The catalyst class is: 13. (4) Reactant: [NH2:1][C:2]1[N:7]=[C:6]([NH:8][C@@H:9]([CH2:13][CH2:14][CH3:15])[CH2:10][CH2:11][OH:12])[C:5]([CH2:16][C:17]2[CH:22]=[CH:21][C:20]([Br:23])=[CH:19][C:18]=2[O:24][CH3:25])=[C:4]([CH3:26])[N:3]=1.C(N(CC)CC)C.[Si:34](Cl)([C:37]([CH3:40])([CH3:39])[CH3:38])([CH3:36])[CH3:35].C([O-])(O)=O.[Na+]. Product: [Br:23][C:20]1[CH:21]=[CH:22][C:17]([CH2:16][C:5]2[C:6]([NH:8][C@@H:9]([CH2:13][CH2:14][CH3:15])[CH2:10][CH2:11][O:12][Si:34]([C:37]([CH3:40])([CH3:39])[CH3:38])([CH3:36])[CH3:35])=[N:7][C:2]([NH2:1])=[N:3][C:4]=2[CH3:26])=[C:18]([O:24][CH3:25])[CH:19]=1. The catalyst class is: 3.